The task is: Predict the reaction yield, written as a fraction of the theoretical maximum amount of product (1.0 means a 100% yield; for example, 0.34 means a 34% yield).. This data is from Reaction yield outcomes from USPTO patents with 853,638 reactions. (1) The product is [C:13]1([C:19]2[CH:20]=[CH:21][CH:22]=[CH:23][CH:24]=2)[CH:18]=[CH:17][C:16]([C:9]([CH3:10])=[CH:8][CH2:7][OH:12])=[CH:15][CH:14]=1. The yield is 0.406. The reactants are [H-].[H-].[H-].[H-].[Li+].[Al+3].[C:7]([OH:12])(=O)[CH:8]=[CH:9][CH3:10].[C:13]1([C:19]2[CH:24]=[CH:23][CH:22]=[CH:21][CH:20]=2)[CH:18]=[CH:17][CH:16]=[CH:15][CH:14]=1. The catalyst is C1COCC1. (2) The reactants are [NH2:1][C:2]1[CH:7]=[CH:6][C:5]([OH:8])=[C:4]([F:9])[CH:3]=1.[CH:10](=O)[C:11]1[CH:16]=[CH:15][CH:14]=[CH:13][CH:12]=1.O.C1(C)C=CC(S(O)(=O)=O)=CC=1. The catalyst is C1(C)C=CC=CC=1. The product is [CH:10](=[N:1]/[C:2]1[CH:7]=[CH:6][C:5]([OH:8])=[C:4]([F:9])[CH:3]=1)\[C:11]1[CH:16]=[CH:15][CH:14]=[CH:13][CH:12]=1. The yield is 0.700. (3) The yield is 0.326. The reactants are [NH2:1][C:2]1[C:3]2[N:4]([C:8]([CH:26]3[CH2:32][CH2:31][CH2:30][CH2:29][CH2:28][NH:27]3)=[N:9][C:10]=2[C:11]2[CH:25]=[CH:24][C:14]([C:15]([NH:17][C:18]3[CH:23]=[CH:22][CH:21]=[CH:20][N:19]=3)=[O:16])=[CH:13][CH:12]=2)[CH:5]=[CH:6][N:7]=1.[C:33](Cl)(=[O:36])[CH:34]=[CH2:35]. No catalyst specified. The product is [C:33]([N:27]1[CH2:28][CH2:29][CH2:30][CH2:31][CH2:32][CH:26]1[C:8]1[N:4]2[CH:5]=[CH:6][N:7]=[C:2]([NH2:1])[C:3]2=[C:10]([C:11]2[CH:25]=[CH:24][C:14]([C:15]([NH:17][C:18]3[CH:23]=[CH:22][CH:21]=[CH:20][N:19]=3)=[O:16])=[CH:13][CH:12]=2)[N:9]=1)(=[O:36])[CH:34]=[CH2:35]. (4) The reactants are [N:1]12[CH2:8][CH2:7][C:4]([C:9]([C:17]3[CH:22]=[CH:21][CH:20]=[CH:19][CH:18]=3)([C:11]3[CH:16]=[CH:15][CH:14]=[CH:13][CH:12]=3)[OH:10])([CH2:5][CH2:6]1)[CH2:3][CH2:2]2.[Br:23][CH2:24][CH2:25][CH2:26][CH2:27][CH:28]=[CH2:29]. The yield is 0.671. The product is [Br-:23].[CH2:29]([N+:1]12[CH2:6][CH2:5][C:4]([C:9]([OH:10])([C:17]3[CH:22]=[CH:21][CH:20]=[CH:19][CH:18]=3)[C:11]3[CH:12]=[CH:13][CH:14]=[CH:15][CH:16]=3)([CH2:3][CH2:2]1)[CH2:7][CH2:8]2)[CH2:28][CH2:27][CH2:26][CH:25]=[CH2:24]. The catalyst is CC#N. (5) The reactants are [CH3:1][O:2][C:3](=O)[C:4]([CH3:9])([CH3:8])[CH2:5][O:6]C.[C:11](#[N:13])[CH3:12].[H-].[Na+].Cl. The catalyst is C1(C)C=CC=CC=1. The product is [CH3:1][O:2][CH2:3][C:4]([CH3:9])([CH3:8])[C:5](=[O:6])[CH2:12][C:11]#[N:13]. The yield is 0.910. (6) The reactants are [H-].[Na+].[F:3][C:4]([F:15])([F:14])[C:5]1[CH:10]=[CH:9][C:8]([C:11](=[O:13])[CH3:12])=[CH:7][CH:6]=1.[CH2:16]([O:18][C:19](=[O:25])[C:20](OCC)=[O:21])[CH3:17]. The catalyst is CN(C=O)C. The product is [CH2:16]([O:18][C:19](=[O:25])[C:20](=[O:21])[CH2:12][C:11](=[O:13])[C:8]1[CH:7]=[CH:6][C:5]([C:4]([F:14])([F:15])[F:3])=[CH:10][CH:9]=1)[CH3:17]. The yield is 0.800. (7) The product is [Cl:1][C:2]1[C:3]([C:21]([F:24])([F:23])[F:22])=[CH:4][C:5]2[N:9]=[C:8]([CH2:10][CH3:11])[N:7]([C:12]3[N:13]=[CH:14][C:15]([CH2:18][C:25]#[N:26])=[CH:16][CH:17]=3)[C:6]=2[CH:20]=1. The reactants are [Cl:1][C:2]1[C:3]([C:21]([F:24])([F:23])[F:22])=[CH:4][C:5]2[N:9]=[C:8]([CH2:10][CH3:11])[N:7]([C:12]3[CH:17]=[CH:16][C:15]([CH2:18]Cl)=[CH:14][N:13]=3)[C:6]=2[CH:20]=1.[C-:25]#[N:26].[K+]. The catalyst is CN(C=O)C.O. The yield is 0.370. (8) The reactants are Br[C:2]1[CH:14]=[CH:13][C:5]([C:6]([NH:8][S:9]([CH3:12])(=[O:11])=[O:10])=[O:7])=[CH:4][C:3]=1[Cl:15].[Cl:16][C:17]1[C:18]([F:32])=[N:19][CH:20]=[C:21](B2OC(C)(C)C(C)(C)O2)[CH:22]=1.C([O-])([O-])=O.[Na+].[Na+]. The catalyst is COC1CCCC1.C1C=CC([P]([Pd]([P](C2C=CC=CC=2)(C2C=CC=CC=2)C2C=CC=CC=2)([P](C2C=CC=CC=2)(C2C=CC=CC=2)C2C=CC=CC=2)[P](C2C=CC=CC=2)(C2C=CC=CC=2)C2C=CC=CC=2)(C2C=CC=CC=2)C2C=CC=CC=2)=CC=1. The product is [Cl:15][C:3]1[CH:4]=[C:5]([CH:13]=[CH:14][C:2]=1[C:21]1[CH:20]=[N:19][C:18]([F:32])=[C:17]([Cl:16])[CH:22]=1)[C:6]([NH:8][S:9]([CH3:12])(=[O:11])=[O:10])=[O:7]. The yield is 0.673.